From a dataset of Reaction yield outcomes from USPTO patents with 853,638 reactions. Predict the reaction yield, written as a fraction of the theoretical maximum amount of product (1.0 means a 100% yield; for example, 0.34 means a 34% yield). (1) The reactants are [NH:1]1[CH:5]=[N:4][N:3]=[N:2]1.[C:6]1([CH:12]2[C:15]3([CH2:17][O:16]3)[O:14][CH2:13]2)[CH:11]=[CH:10][CH:9]=[CH:8][CH:7]=1. The catalyst is C1COCC1. The product is [OH:16][CH2:17][C:15]1([N:2]2[N:3]=[N:4][CH:5]=[N:1]2)[CH:12]([C:6]2[CH:11]=[CH:10][CH:9]=[CH:8][CH:7]=2)[CH2:13][O:14]1. The yield is 0.420. (2) The reactants are [N:1]1([S:7]([CH2:10][C:11]2[CH:16]=[CH:15][C:14]([NH2:17])=[CH:13][CH:12]=2)(=[O:9])=[O:8])[CH2:6][CH2:5][O:4][CH2:3][CH2:2]1.C1C(=O)N([Br:25])C(=O)C1.C([O-])(O)=O.[Na+]. The catalyst is C(Cl)Cl. The product is [Br:25][C:15]1[CH:16]=[C:11]([CH2:10][S:7]([N:1]2[CH2:2][CH2:3][O:4][CH2:5][CH2:6]2)(=[O:9])=[O:8])[CH:12]=[CH:13][C:14]=1[NH2:17]. The yield is 0.980. (3) The reactants are [Cl:1][C:2]1[CH:7]=[CH:6][CH:5]=[CH:4][C:3]=1[C:8]1[C:13]2[O:14][C@:15]([CH2:19]OS(C3C=CC(C)=CC=3)(=O)=O)([CH3:18])[CH2:16][O:17][C:12]=2[CH:11]=[CH:10][CH:9]=1.[N-:31]=[N+:32]=[N-:33].[Na+]. No catalyst specified. The product is [N:31]([CH2:19][C@:15]1([CH3:18])[O:14][C:13]2[C:8]([C:3]3[CH:4]=[CH:5][CH:6]=[CH:7][C:2]=3[Cl:1])=[CH:9][CH:10]=[CH:11][C:12]=2[O:17][CH2:16]1)=[N+:32]=[N-:33]. The yield is 0.840. (4) The reactants are C(Br)(Br)(Br)[Br:2].[CH2:6]([N:24]([CH2:29][CH2:30][CH2:31][CH2:32][CH2:33][CH2:34][CH2:35][CH2:36][CH2:37][CH2:38][CH2:39][CH2:40][CH2:41][CH2:42][CH2:43][CH2:44][CH2:45][CH3:46])[CH2:25][CH2:26][CH2:27]O)[CH2:7][CH2:8][CH2:9][CH2:10][CH2:11][CH2:12][CH2:13][CH2:14][CH2:15][CH2:16][CH2:17][CH2:18][CH2:19][CH2:20][CH2:21][CH2:22][CH3:23].C1C=CC(P(C2C=CC=CC=2)C2C=CC=CC=2)=CC=1. The catalyst is C(Cl)Cl. The product is [Br-:2].[CH2:6]([N+:24]1([CH2:29][CH2:30][CH2:31][CH2:32][CH2:33][CH2:34][CH2:35][CH2:36][CH2:37][CH2:38][CH2:39][CH2:40][CH2:41][CH2:42][CH2:43][CH2:44][CH2:45][CH3:46])[CH2:27][CH2:26][CH2:25]1)[CH2:7][CH2:8][CH2:9][CH2:10][CH2:11][CH2:12][CH2:13][CH2:14][CH2:15][CH2:16][CH2:17][CH2:18][CH2:19][CH2:20][CH2:21][CH2:22][CH3:23]. The yield is 0.130. (5) The reactants are [F:1][C:2]1[CH:3]=[C:4]2[C:8](=[CH:9][CH:10]=1)[NH:7][C:6](=[O:11])[CH2:5]2.[I:12][C:13]1[C:21]2[C:16](=[CH:17][C:18]([CH:22]=O)=[CH:19][CH:20]=2)[N:15]([CH2:24][O:25][CH2:26][CH2:27][Si:28]([CH3:31])([CH3:30])[CH3:29])[N:14]=1. The product is [F:1][C:2]1[CH:3]=[C:4]2[C:8](=[CH:9][CH:10]=1)[NH:7][C:6](=[O:11])/[C:5]/2=[CH:22]/[C:18]1[CH:17]=[C:16]2[C:21]([C:13]([I:12])=[N:14][N:15]2[CH2:24][O:25][CH2:26][CH2:27][Si:28]([CH3:31])([CH3:30])[CH3:29])=[CH:20][CH:19]=1. The catalyst is N1CCCCC1.CO. The yield is 0.770. (6) The reactants are [F:1][C:2]1[CH:3]=[C:4]([C:8]2[C:13]([N+:14]([O-])=O)=[C:12]([NH2:17])[CH:11]=[CH:10][N:9]=2)[CH:5]=[CH:6][CH:7]=1. The catalyst is CO.[Pd]. The product is [F:1][C:2]1[CH:3]=[C:4]([C:8]2[C:13]([NH2:14])=[C:12]([NH2:17])[CH:11]=[CH:10][N:9]=2)[CH:5]=[CH:6][CH:7]=1. The yield is 0.913. (7) The reactants are [Cl-].[Al+3].[Cl-].[Cl-].[Cl-].C[NH+](C)C.C([O:17][C:18]1[C:19]([C:25](=[O:27])[CH3:26])=[N:20][C:21]([Cl:24])=[CH:22][CH:23]=1)C1C=CC=CC=1. The catalyst is C1(C)C=CC=CC=1. The product is [Cl:24][C:21]1[N:20]=[C:19]([C:25](=[O:27])[CH3:26])[C:18]([OH:17])=[CH:23][CH:22]=1. The yield is 0.860. (8) The reactants are C(OC([NH:8][C@H:9]([C:11]([NH:13][CH:14]1[N:20]=[C:19]([C:21]2[CH:26]=[CH:25][CH:24]=[CH:23][N:22]=2)[C:18]2[CH:27]=[CH:28][CH:29]=[CH:30][C:17]=2[N:16]([CH3:31])[C:15]1=[O:32])=[O:12])[CH3:10])=O)(C)(C)C.C(O)(C(F)(F)F)=O. The catalyst is C(Cl)Cl. The product is [NH2:8][C@H:9]([C:11]([NH:13][CH:14]1[N:20]=[C:19]([C:21]2[CH:26]=[CH:25][CH:24]=[CH:23][N:22]=2)[C:18]2[CH:27]=[CH:28][CH:29]=[CH:30][C:17]=2[N:16]([CH3:31])[C:15]1=[O:32])=[O:12])[CH3:10]. The yield is 0.660. (9) The reactants are [NH:1]1[CH2:4][CH:3]([C:5]2[CH:6]=[CH:7][C:8]3[O:17][CH2:16][CH2:15][C:14]4[S:13][C:12]([C:18]5[N:19]([CH:23]([CH3:25])[CH3:24])[N:20]=[CH:21][N:22]=5)=[N:11][C:10]=4[C:9]=3[CH:26]=2)[CH2:2]1.Cl[CH2:28][CH2:29][S:30](Cl)(=[O:32])=[O:31].[OH-:34].[Na+]. The catalyst is C1COCC1. The product is [CH:23]([N:19]1[C:18]([C:12]2[S:13][C:14]3[CH2:15][CH2:16][O:17][C:8]4[CH:7]=[CH:6][C:5]([CH:3]5[CH2:4][N:1]([S:30]([CH2:29][CH2:28][OH:34])(=[O:32])=[O:31])[CH2:2]5)=[CH:26][C:9]=4[C:10]=3[N:11]=2)=[N:22][CH:21]=[N:20]1)([CH3:24])[CH3:25]. The yield is 0.230. (10) The reactants are S(Cl)([Cl:3])=O.[F:5][C:6]1[CH:11]=[C:10]([O:12][CH3:13])[CH:9]=[C:8]([F:14])[C:7]=1[C:15](O)([CH3:20])[C:16]([F:19])([F:18])[F:17].N1C=CC=CC=1. No catalyst specified. The product is [Cl:3][C:15]([C:7]1[C:6]([F:5])=[CH:11][C:10]([O:12][CH3:13])=[CH:9][C:8]=1[F:14])([CH3:20])[C:16]([F:19])([F:18])[F:17]. The yield is 0.940.